Dataset: Peptide-MHC class II binding affinity with 134,281 pairs from IEDB. Task: Regression. Given a peptide amino acid sequence and an MHC pseudo amino acid sequence, predict their binding affinity value. This is MHC class II binding data. The peptide sequence is AELQIVDKIDAAFKI. The MHC is DRB3_0202 with pseudo-sequence DRB3_0202. The binding affinity (normalized) is 0.215.